This data is from Human liver microsome stability data. The task is: Regression/Classification. Given a drug SMILES string, predict its absorption, distribution, metabolism, or excretion properties. Task type varies by dataset: regression for continuous measurements (e.g., permeability, clearance, half-life) or binary classification for categorical outcomes (e.g., BBB penetration, CYP inhibition). Dataset: hlm. (1) The drug is CNCCCOc1cc(F)c(-c2c(Cl)nc(-c3cnccn3)nc2N[C@@H](C)C(F)(F)F)c(F)c1. The result is 0 (unstable in human liver microsomes). (2) The molecule is CC(C)OC(=O)C1=CN(C(=O)c2ccc(CCN3CCOCC3)cc2)CC(C)(C)c2c1[nH]c1ccccc21. The result is 0 (unstable in human liver microsomes). (3) The molecule is O=C(Nc1ccc(F)c(-c2nc3cc(-c4cccnc4F)cnc3[nH]2)c1)N1CCCC1. The result is 0 (unstable in human liver microsomes). (4) The drug is CC(C)(O)CCN1CCC(NS(=O)(=O)c2cc(S(=O)(=O)c3ccccc3)ccc2C(F)(F)F)CC1. The result is 1 (stable in human liver microsomes). (5) The drug is O=C(Nc1nc2cc(Cl)ccc2s1)[C@@H]1CCCCN1C(=O)N1CCS(=O)(=O)CC1. The result is 0 (unstable in human liver microsomes).